From a dataset of Catalyst prediction with 721,799 reactions and 888 catalyst types from USPTO. Predict which catalyst facilitates the given reaction. (1) Reactant: I[C:2]1[C:11]2[C:6](=[CH:7][CH:8]=[C:9]([O:12][CH3:13])[CH:10]=2)[CH:5]=[CH:4][C:3]=1[N+:14]([O-:16])=[O:15].[F-:17].[K+].[F:19][C:20]([F:28])(S(F)(=O)=O)C([O-])=O. Product: [CH3:13][O:12][C:9]1[CH:10]=[C:11]2[C:6]([CH:5]=[CH:4][C:3]([N+:14]([O-:16])=[O:15])=[C:2]2[C:20]([F:28])([F:17])[F:19])=[CH:7][CH:8]=1. The catalyst class is: 590. (2) Reactant: [CH:1]([N:14]1[CH2:19][CH2:18][N:17]([CH2:20][C:21]([O:23]CC)=O)[CH2:16][CH2:15]1)([C:8]1[CH:13]=[CH:12][CH:11]=[CH:10][CH:9]=1)[C:2]1[CH:7]=[CH:6][CH:5]=[CH:4][CH:3]=1.[NH2:26][NH2:27]. Product: [CH:1]([N:14]1[CH2:19][CH2:18][N:17]([CH2:20][C:21]([NH:26][NH2:27])=[O:23])[CH2:16][CH2:15]1)([C:2]1[CH:3]=[CH:4][CH:5]=[CH:6][CH:7]=1)[C:8]1[CH:9]=[CH:10][CH:11]=[CH:12][CH:13]=1. The catalyst class is: 8. (3) Reactant: Cl[C:2]1[CH:7]=[C:6]([NH:8][C:9]2[C:18]([F:19])=[CH:17][CH:16]=[CH:15][C:10]=2[C:11]([NH:13][CH3:14])=[O:12])[C:5]([Cl:20])=[CH:4][N:3]=1.[NH2:21][C:22]1[N:26]([CH2:27]C)[N:25]=[C:24]([CH2:29][CH2:30][OH:31])[CH:23]=1.C(=O)([O-])[O-].[Cs+].[Cs+].CC1(C)C2C(=C(P(C3C=CC=CC=3)C3C=CC=CC=3)C=CC=2)OC2C(P(C3C=CC=CC=3)C3C=CC=CC=3)=CC=CC1=2. Product: [Cl:20][C:5]1[C:6]([NH:8][C:9]2[C:18]([F:19])=[CH:17][CH:16]=[CH:15][C:10]=2[C:11]([NH:13][CH3:14])=[O:12])=[CH:7][C:2]([NH:21][C:22]2[N:26]([CH3:27])[N:25]=[C:24]([CH2:29][CH2:30][OH:31])[CH:23]=2)=[N:3][CH:4]=1. The catalyst class is: 45. (4) Reactant: Br[CH2:2][CH2:3][C:4]1[CH:9]=[CH:8][C:7]([N+:10]([O-:12])=[O:11])=[CH:6][CH:5]=1.[C:13]([O-:16])(=[S:15])[CH3:14].[K+]. Product: [N+:10]([C:7]1[CH:8]=[CH:9][C:4]([CH2:3][CH2:2][S:15][C:13](=[O:16])[CH3:14])=[CH:5][CH:6]=1)([O-:12])=[O:11]. The catalyst class is: 197. (5) Reactant: [Br:1][C:2]1[CH:7]=[CH:6][C:5]([C:8]2([C:13]([O:15][CH3:16])=[O:14])[CH2:10][CH:9]2[CH:11]=O)=[CH:4][CH:3]=1.[CH3:17][NH2:18].[BH4-].[Na+]. Product: [Br:1][C:2]1[CH:7]=[CH:6][C:5]([C:8]2([C:13]([O:15][CH3:16])=[O:14])[CH2:10][CH:9]2[CH2:11][NH:18][CH3:17])=[CH:4][CH:3]=1. The catalyst class is: 5. (6) Reactant: O1CCCC1.COP([CH2:12][C:13]([O:15][C:16]([CH3:19])([CH3:18])[CH3:17])=[O:14])(OC)=O.[H-].[Na+].[CH:22]([C:25]1[CH2:26][C@@H:27]2[C@H:30]([CH:31]=1)[C:29](=O)[CH2:28]2)([CH3:24])[CH3:23]. Product: [CH:22]([C:25]1[CH2:31][C@@H:30]2[C@H:27]([CH:26]=1)[C:28](=[CH:12][C:13]([O:15][C:16]([CH3:19])([CH3:18])[CH3:17])=[O:14])[CH2:29]2)([CH3:24])[CH3:23]. The catalyst class is: 6. (7) Reactant: C(Cl)CCl.Cl.[O:6]=[C:7]1[NH:13][C:12]2[N:14]=[CH:15][C:16](/[CH:18]=[CH:19]/[C:20]([OH:22])=O)=[CH:17][C:11]=2[CH2:10][O:9][CH2:8]1.C1C=CC2N(O)N=NC=2C=1.[CH3:33][NH:34][C@@H:35]([C:37]1[O:38][C:39]2[CH:46]=[CH:45][CH:44]=[CH:43][C:40]=2[C:41]=1[CH3:42])[CH3:36].C(N(C(C)C)C(C)C)C. Product: [CH3:33][N:34]([C@@H:35]([C:37]1[O:38][C:39]2[CH:46]=[CH:45][CH:44]=[CH:43][C:40]=2[C:41]=1[CH3:42])[CH3:36])[C:20](=[O:22])/[CH:19]=[CH:18]/[C:16]1[CH:15]=[N:14][C:12]2[NH:13][C:7](=[O:6])[CH2:8][O:9][CH2:10][C:11]=2[CH:17]=1. The catalyst class is: 18.